This data is from Forward reaction prediction with 1.9M reactions from USPTO patents (1976-2016). The task is: Predict the product of the given reaction. (1) Given the reactants [CH3:1][C:2]1[C:3]([N:9]2[CH2:14][CH2:13][N:12]([C:15]([C:17]3[CH:22]=[CH:21][C:20]([N:23]4[CH:27]([CH3:28])[C:26](=[O:29])[NH:25][C:24]4=[O:30])=[C:19]([F:31])[CH:18]=3)=[O:16])[CH2:11][CH2:10]2)=[N:4][CH:5]=[C:6]([CH3:8])[CH:7]=1.[CH3:32]I, predict the reaction product. The product is: [CH3:1][C:2]1[C:3]([N:9]2[CH2:10][CH2:11][N:12]([C:15]([C:17]3[CH:22]=[CH:21][C:20]([N:23]4[CH:27]([CH3:28])[C:26](=[O:29])[N:25]([CH3:32])[C:24]4=[O:30])=[C:19]([F:31])[CH:18]=3)=[O:16])[CH2:13][CH2:14]2)=[N:4][CH:5]=[C:6]([CH3:8])[CH:7]=1. (2) Given the reactants Br[C:2]1[CH:3]=[C:4](S(N)(=O)=O)[CH:5]=[N:6][C:7]=1Cl.BrC1C=CC(S(Cl)(=O)=O)=NC=1Cl.C[N:26](C)[CH2:27][CH2:28][N:29](C)C, predict the reaction product. The product is: [NH:26]1[C:2]2[CH:3]=[CH:4][CH:5]=[N:6][C:7]=2[NH:29][CH2:28][CH2:27]1. (3) The product is: [N:1]1[C:11]2[N:10]([CH2:12][CH2:13][CH2:14][NH2:15])[C:9]3[CH:17]=[CH:18][CH:19]=[CH:20][C:8]=3[CH2:7][CH2:6][C:5]=2[CH:4]=[CH:3][CH:2]=1. Given the reactants [N:1]1[C:11]2[N:10]([C:12](=O)[CH2:13][C:14]#[N:15])[C:9]3[CH:17]=[CH:18][CH:19]=[CH:20][C:8]=3[CH2:7][CH2:6][C:5]=2[CH:4]=[CH:3][CH:2]=1.B.C1COCC1.Cl.[OH-].[Na+], predict the reaction product.